The task is: Predict the reactants needed to synthesize the given product.. This data is from Full USPTO retrosynthesis dataset with 1.9M reactions from patents (1976-2016). (1) Given the product [CH3:2][C:1]1[C:3]2[C:4](=[CH:6][C:7]([N+:10]([O-:12])=[O:11])=[CH:8][CH:9]=2)[NH:5][N:13]=1, predict the reactants needed to synthesize it. The reactants are: [CH2:1]([C:3]1[CH:9]=[CH:8][C:7]([N+:10]([O-:12])=[O:11])=[CH:6][C:4]=1[NH2:5])[CH3:2].[N:13]([O-])=O.[Na+]. (2) Given the product [O:23]([C:20]1[CH:21]=[CH:22][C:17]([O:16][CH2:15][CH2:14][CH2:13][O:1][C:2]2[CH:3]=[C:4]([S:8]([NH2:11])(=[O:9])=[O:10])[CH:5]=[CH:6][CH:7]=2)=[C:18]([CH2:30][CH2:31][CH3:32])[CH:19]=1)[C:24]1[CH:25]=[CH:26][CH:27]=[CH:28][CH:29]=1, predict the reactants needed to synthesize it. The reactants are: [OH:1][C:2]1[CH:3]=[C:4]([S:8]([NH2:11])(=[O:10])=[O:9])[CH:5]=[CH:6][CH:7]=1.Br[CH2:13][CH2:14][CH2:15][O:16][C:17]1[CH:22]=[CH:21][C:20]([O:23][C:24]2[CH:29]=[CH:28][CH:27]=[CH:26][CH:25]=2)=[CH:19][C:18]=1[CH2:30][CH2:31][CH3:32].C(=O)([O-])[O-].[Cs+].[Cs+]. (3) Given the product [C:25]([O:24][C:22](=[O:23])[NH:21][CH2:20][CH2:19][N:18]1[C:29](=[O:32])[CH2:30][CH2:31][C@H:17]1[C:16](=[O:15])[C:2]1[CH:7]=[CH:6][CH:5]=[C:4]([Cl:8])[C:3]=1[CH3:9])([CH3:28])([CH3:26])[CH3:27], predict the reactants needed to synthesize it. The reactants are: Br[C:2]1[CH:7]=[CH:6][CH:5]=[C:4]([Cl:8])[C:3]=1[CH3:9].[Li]CCCC.[O:15]=[C:16]1[N:21]([C:22]([O:24][C:25]([CH3:28])([CH3:27])[CH3:26])=[O:23])[CH2:20][CH2:19][N:18]2[C:29](=[O:32])[CH2:30][CH2:31][C@@H:17]12.